The task is: Regression/Classification. Given a drug SMILES string, predict its toxicity properties. Task type varies by dataset: regression for continuous values (e.g., LD50, hERG inhibition percentage) or binary classification for toxic/non-toxic outcomes (e.g., AMES mutagenicity, cardiotoxicity, hepatotoxicity). Dataset: herg_karim.. This data is from hERG potassium channel inhibition data for cardiac toxicity prediction from Karim et al.. (1) The molecule is C[NH2+]CC[C@@H](Oc1ccc(C(F)(F)F)cc1)c1ccccc1. The result is 1 (blocker). (2) The drug is CC(=O)Nc1cccc(C2CCN(Cc3ccc(C(=O)c4nc5ccccc5n4-c4ccc(F)cc4)cc3F)CC2)c1. The result is 1 (blocker). (3) The result is 0 (non-blocker). The molecule is Cn1cnc(C(=O)N(Cc2cccc(Cl)c2)C2CCC(N)CC2)c1. (4) The molecule is CCCCN(CC)C/C=C\Cc1ccc(Cl)cc1. The result is 1 (blocker).